From a dataset of Catalyst prediction with 721,799 reactions and 888 catalyst types from USPTO. Predict which catalyst facilitates the given reaction. (1) Reactant: Cl[C:2]1[N:7]=[C:6]([NH:8][C@H:9]([CH2:13][CH:14]([CH3:16])[CH3:15])[C:10]([NH2:12])=[O:11])[CH:5]=[N:4][C:3]=1[C:17]#[N:18].[O:19]1[C:23]([C:24]2[CH:30]=[CH:29][C:27]([NH2:28])=[CH:26][CH:25]=2)=[CH:22][CH:21]=[N:20]1.C([O-])([O-])=O.[K+].[K+].C1C=CC(P(C2C(C3C(P(C4C=CC=CC=4)C4C=CC=CC=4)=CC=C4C=3C=CC=C4)=C3C(C=CC=C3)=CC=2)C2C=CC=CC=2)=CC=1. Product: [C:17]([C:3]1[N:4]=[CH:5][C:6]([NH:8][C@H:9]([CH2:13][CH:14]([CH3:16])[CH3:15])[C:10]([NH2:12])=[O:11])=[N:7][C:2]=1[NH:28][C:27]1[CH:26]=[CH:25][C:24]([C:23]2[O:19][N:20]=[CH:21][CH:22]=2)=[CH:30][CH:29]=1)#[N:18]. The catalyst class is: 231. (2) Reactant: [N+:1]([C:4]1[CH:8]=[N:7][NH:6][C:5]=1[NH2:9])([O-:3])=[O:2].CN(C)[CH:12]=[CH:13][C:14]([C:16]1[CH:17]=[C:18]([N:22]([CH2:32][CH3:33])[S:23]([C:26]2[CH:31]=[CH:30][CH:29]=[CH:28][CH:27]=2)(=[O:25])=[O:24])[CH:19]=[CH:20][CH:21]=1)=O.C(OCC)(=O)C. Product: [CH2:32]([N:22]([C:18]1[CH:19]=[CH:20][CH:21]=[C:16]([C:14]2[N:6]3[N:7]=[CH:8][C:4]([N+:1]([O-:3])=[O:2])=[C:5]3[N:9]=[CH:12][CH:13]=2)[CH:17]=1)[S:23]([C:26]1[CH:31]=[CH:30][CH:29]=[CH:28][CH:27]=1)(=[O:25])=[O:24])[CH3:33]. The catalyst class is: 15. (3) Reactant: [CH3:1][O:2][C:3]1[CH:8]=[CH:7][C:6]([C:9]([C:11]2[S:19][C:14]3[NH:15][C:16]([CH3:18])=[CH:17][C:13]=3[CH:12]=2)=[O:10])=[CH:5][CH:4]=1.Cl.Cl[CH2:22][CH2:23][N:24]1[CH2:29][CH2:28][O:27][CH2:26][CH2:25]1.C(=O)([O-])[O-].[K+].[K+]. Product: [CH3:1][O:2][C:3]1[CH:8]=[CH:7][C:6]([C:9]([C:11]2[S:19][C:14]3[N:15]([CH2:22][CH2:23][N:24]4[CH2:29][CH2:28][O:27][CH2:26][CH2:25]4)[C:16]([CH3:18])=[CH:17][C:13]=3[CH:12]=2)=[O:10])=[CH:5][CH:4]=1. The catalyst class is: 31. (4) Reactant: [CH2:1]([N:8]1[CH2:12][C@@H:11]([N+:13]([O-])=O)[C@H:10]([C:16]2[CH:21]=[CH:20][CH:19]=[C:18]([F:22])[CH:17]=2)[CH2:9]1)[C:2]1[CH:7]=[CH:6][CH:5]=[CH:4][CH:3]=1.N. Product: [CH2:1]([N:8]1[CH2:9][C@@H:10]([C:16]2[CH:21]=[CH:20][CH:19]=[C:18]([F:22])[CH:17]=2)[C@H:11]([NH2:13])[CH2:12]1)[C:2]1[CH:7]=[CH:6][CH:5]=[CH:4][CH:3]=1. The catalyst class is: 5. (5) Reactant: [NH2:1][C:2]1[C:21]([C:22]2[CH:27]=[CH:26][CH:25]=[CH:24][N:23]=2)=[C:5]2[NH:6][C:7]([C:11]3[CH:12]=[C:13]4[C:17](=[CH:18][CH:19]=3)[N:16]([CH3:20])[N:15]=[CH:14]4)=[CH:8][C:9](=[O:10])[N:4]2[N:3]=1.[C:28](OC(=O)C)(=[O:30])[CH3:29]. Product: [CH3:20][N:16]1[C:17]2[C:13](=[CH:12][C:11]([C:7]3[NH:6][C:5]4[N:4]([N:3]=[C:2]([NH:1][C:28](=[O:30])[CH3:29])[C:21]=4[C:22]4[CH:27]=[CH:26][CH:25]=[CH:24][N:23]=4)[C:9](=[O:10])[CH:8]=3)=[CH:19][CH:18]=2)[CH:14]=[N:15]1. The catalyst class is: 17. (6) Reactant: Cl[C:2]1[C:11]2[C:6](=[CH:7][CH:8]=[CH:9][CH:10]=2)[N:5]=[CH:4][C:3]=1[NH:12][C:13](=O)[CH:14]([CH3:16])[CH3:15].Cl.[CH3:19][O:20][NH2:21]. Product: [CH:14]([C:13]1[N:21]([O:20][CH3:19])[C:2]2[C:11]3[CH:10]=[CH:9][CH:8]=[CH:7][C:6]=3[N:5]=[CH:4][C:3]=2[N:12]=1)([CH3:16])[CH3:15]. The catalyst class is: 8.